From a dataset of Catalyst prediction with 721,799 reactions and 888 catalyst types from USPTO. Predict which catalyst facilitates the given reaction. (1) Reactant: [OH:1][CH2:2][C:3]1[CH:4]=[CH:5][C:6]([CH3:13])=[C:7]([CH:12]=1)[C:8]([O:10][CH3:11])=[O:9].CC(OI1(OC(C)=O)(OC(C)=O)OC(=O)C2C=CC=CC1=2)=O. Product: [CH:2]([C:3]1[CH:4]=[CH:5][C:6]([CH3:13])=[C:7]([CH:12]=1)[C:8]([O:10][CH3:11])=[O:9])=[O:1]. The catalyst class is: 34. (2) Reactant: [Cl:1][C:2]1[CH:14]=[CH:13][CH:12]=[CH:11][C:3]=1[C:4]([NH:6][NH:7][C:8](=[NH:10])[NH2:9])=O. Product: [Cl:1][C:2]1[CH:14]=[CH:13][CH:12]=[CH:11][C:3]=1[C:4]1[N:9]=[C:8]([NH2:10])[NH:7][N:6]=1. The catalyst class is: 6. (3) Reactant: [C:1]1([C:7]2[CH:15]=[CH:14][C:10]([C:11]([OH:13])=O)=[CH:9][N:8]=2)[CH:6]=[CH:5][CH:4]=[CH:3][CH:2]=1.ON1C2C=CC=CC=2N=N1.Cl.C(N=C=NCCCN(C)C)C.[Br:38][C:39]1[CH:45]=[CH:44][CH:43]=[CH:42][C:40]=1[NH2:41]. Product: [Br:38][C:39]1[CH:45]=[CH:44][CH:43]=[CH:42][C:40]=1[NH:41][C:11](=[O:13])[C:10]1[CH:14]=[CH:15][C:7]([C:1]2[CH:2]=[CH:3][CH:4]=[CH:5][CH:6]=2)=[N:8][CH:9]=1. The catalyst class is: 9. (4) Reactant: [CH3:1][N:2]1[CH:6]=[C:5]([C:7]2[S:15][C:14]3[C:13]([C:16]4[CH2:17][CH2:18][NH:19][CH2:20][CH:21]=4)=[N:12][CH:11]=[N:10][C:9]=3[CH:8]=2)[C:4]([CH3:22])=[N:3]1.[F:23][C:24]1[CH:29]=[CH:28][C:27]([C@@H:30]([N:32]=[C:33]=[O:34])[CH3:31])=[CH:26][CH:25]=1.C(N(CC)CC)C. Product: [CH3:1][N:2]1[CH:6]=[C:5]([C:7]2[S:15][C:14]3[C:13]([CH:16]4[CH2:17][CH2:18][N:19]([C:33]([NH:32][C@H:30]([C:27]5[CH:26]=[CH:25][C:24]([F:23])=[CH:29][CH:28]=5)[CH3:31])=[O:34])[CH2:20][CH2:21]4)=[N:12][CH:11]=[N:10][C:9]=3[CH:8]=2)[C:4]([CH3:22])=[N:3]1. The catalyst class is: 10.